Predict which catalyst facilitates the given reaction. From a dataset of Catalyst prediction with 721,799 reactions and 888 catalyst types from USPTO. (1) Reactant: [Cl:1][C:2]1[C:3]([N:14]2[CH2:19][CH2:18][N:17](C(OC(C)(C)C)=O)[CH2:16][CH2:15]2)=[N:4][CH:5]=[C:6]([C:8]2[O:12][N:11]=[C:10]([CH3:13])[CH:9]=2)[CH:7]=1.[ClH:27]. Product: [ClH:1].[ClH:27].[Cl:1][C:2]1[C:3]([N:14]2[CH2:19][CH2:18][NH:17][CH2:16][CH2:15]2)=[N:4][CH:5]=[C:6]([C:8]2[O:12][N:11]=[C:10]([CH3:13])[CH:9]=2)[CH:7]=1. The catalyst class is: 2. (2) Reactant: [CH3:1][C:2]([CH3:23])([O:4][C:5]([NH:7][C@H:8]([CH2:13][C:14]1[CH:19]=[C:18]([F:20])[C:17]([F:21])=[CH:16][C:15]=1[F:22])[CH2:9][C:10]([OH:12])=O)=[O:6])[CH3:3].Cl.[CH2:25]([CH:32]1[C:37]2[N:38]=[C:39]([C:42]([F:45])([F:44])[F:43])[N:40]=[CH:41][C:36]=2[CH2:35][CH2:34][NH:33]1)[C:26]1[CH:31]=[CH:30][CH:29]=[CH:28][CH:27]=1.C(Cl)CCl.CN1CCOCC1. Product: [CH3:23][C:2]([CH3:1])([O:4][C:5]([NH:7][C@H:8]([CH2:13][C:14]1[CH:19]=[C:18]([F:20])[C:17]([F:21])=[CH:16][C:15]=1[F:22])[CH2:9][C:10]([N:33]1[CH2:34][CH2:35][C:36]2[CH:41]=[N:40][C:39]([C:42]([F:45])([F:43])[F:44])=[N:38][C:37]=2[CH:32]1[CH2:25][C:26]1[CH:31]=[CH:30][CH:29]=[CH:28][CH:27]=1)=[O:12])=[O:6])[CH3:3]. The catalyst class is: 10.